From a dataset of Catalyst prediction with 721,799 reactions and 888 catalyst types from USPTO. Predict which catalyst facilitates the given reaction. (1) Reactant: [CH:1]([C:3]1[C:8]([CH3:9])=[CH:7][C:6]([C:10]([F:13])([F:12])[F:11])=[CH:5][C:4]=1[C:14]1[CH:15]=[CH:16][C:17]([C:20]([NH:22][CH2:23][CH2:24][C:25]([O:27][CH2:28][CH3:29])=[O:26])=[O:21])=[N:18][CH:19]=1)=O.[Cl:30][C:31]1[CH:36]=[C:35]([NH2:37])[CH:34]=[CH:33][C:32]=1[C:38]1[CH:43]=[CH:42][C:41]([C:44]([F:47])([F:46])[F:45])=[CH:40][CH:39]=1.CC(O)=O.[BH3-]C#N.[Na+].[NH4+].[Cl-]. Product: [Cl:30][C:31]1[CH:36]=[C:35]([NH:37][CH2:1][C:3]2[C:8]([CH3:9])=[CH:7][C:6]([C:10]([F:12])([F:13])[F:11])=[CH:5][C:4]=2[C:14]2[CH:15]=[CH:16][C:17]([C:20]([NH:22][CH2:23][CH2:24][C:25]([O:27][CH2:28][CH3:29])=[O:26])=[O:21])=[N:18][CH:19]=2)[CH:34]=[CH:33][C:32]=1[C:38]1[CH:43]=[CH:42][C:41]([C:44]([F:45])([F:46])[F:47])=[CH:40][CH:39]=1. The catalyst class is: 14. (2) Reactant: O.[NH2:2][NH2:3].[O:4]=[C:5]([NH:10][CH2:11][CH2:12][CH2:13][O:14][C:15]1[CH:20]=[CH:19][CH:18]=[CH:17][CH:16]=1)[C:6](OC)=[O:7]. Product: [NH:2]([C:6](=[O:7])[C:5]([NH:10][CH2:11][CH2:12][CH2:13][O:14][C:15]1[CH:20]=[CH:19][CH:18]=[CH:17][CH:16]=1)=[O:4])[NH2:3]. The catalyst class is: 8. (3) Reactant: [Br:1][C:2]1[CH:3]=[N:4][CH:5]=[C:6]([C:8]2[N:9]=[N:10][NH:11][N:12]=2)[CH:7]=1.[C:13]([O:17][C:18](=[O:27])[C:19]1[CH:24]=[CH:23][C:22]([CH2:25]Br)=[CH:21][CH:20]=1)([CH3:16])([CH3:15])[CH3:14].C(=O)([O-])[O-].[Cs+].[Cs+]. Product: [C:13]([O:17][C:18](=[O:27])[C:19]1[CH:20]=[CH:21][C:22]([CH2:25][N:10]2[N:11]=[N:12][C:8]([C:6]3[CH:5]=[N:4][CH:3]=[C:2]([Br:1])[CH:7]=3)=[N:9]2)=[CH:23][CH:24]=1)([CH3:16])([CH3:15])[CH3:14]. The catalyst class is: 9. (4) Product: [C:27]([C:3]1[CH:4]=[C:5]([F:26])[C:6]([NH:8][C@H:9]([C:12]2([NH:15][C:16](=[O:25])[O:17][CH2:18][C:19]3[CH:24]=[CH:23][CH:22]=[CH:21][CH:20]=3)[CH2:14][CH2:13]2)[CH2:10][CH3:11])=[N:7][C:2]=1[NH:29][C:30]1[CH:31]=[C:32]([CH3:36])[CH:33]=[CH:34][CH:35]=1)#[N:28]. Reactant: Cl[C:2]1[N:7]=[C:6]([NH:8][C@H:9]([C:12]2([NH:15][C:16](=[O:25])[O:17][CH2:18][C:19]3[CH:24]=[CH:23][CH:22]=[CH:21][CH:20]=3)[CH2:14][CH2:13]2)[CH2:10][CH3:11])[C:5]([F:26])=[CH:4][C:3]=1[C:27]#[N:28].[NH2:29][C:30]1[CH:35]=[CH:34][CH:33]=[C:32]([CH3:36])[CH:31]=1.C1C=CC(P(C2C(C3C(P(C4C=CC=CC=4)C4C=CC=CC=4)=CC=C4C=3C=CC=C4)=C3C(C=CC=C3)=CC=2)C2C=CC=CC=2)=CC=1.C([O-])([O-])=O.[Cs+].[Cs+]. The catalyst class is: 231.